From a dataset of Forward reaction prediction with 1.9M reactions from USPTO patents (1976-2016). Predict the product of the given reaction. Given the reactants [CH2:1]=[C:2]([C:4]1[CH:5]=[C:6]([C:10](=O)[CH3:11])[CH:7]=[N:8][CH:9]=1)[CH3:3].[NH2:13][OH:14].Cl, predict the reaction product. The product is: [CH2:1]=[C:2]([C:4]1[CH:5]=[C:6]([C:10](=[N:13][OH:14])[CH3:11])[CH:7]=[N:8][CH:9]=1)[CH3:3].